From a dataset of Full USPTO retrosynthesis dataset with 1.9M reactions from patents (1976-2016). Predict the reactants needed to synthesize the given product. (1) The reactants are: [NH2:1][C:2]1[CH:7]=[CH:6][C:5]([Cl:8])=[CH:4][N:3]=1.[Br:9]Br.[OH-].[Na+]. Given the product [NH2:1][C:2]1[C:7]([Br:9])=[CH:6][C:5]([Cl:8])=[CH:4][N:3]=1, predict the reactants needed to synthesize it. (2) Given the product [CH3:27][S:24]([O:23][C:20]1[CH:21]=[CH:22][C:16]2[O:15][CH2:14][CH:13]([CH2:12][N:28]3[CH2:31][CH2:30][CH2:29]3)[O:18][C:17]=2[CH:19]=1)(=[O:25])=[O:26], predict the reactants needed to synthesize it. The reactants are: CC1C=CC(S(O[CH2:12][CH:13]2[O:18][C:17]3[CH:19]=[C:20]([O:23][S:24]([CH3:27])(=[O:26])=[O:25])[CH:21]=[CH:22][C:16]=3[O:15][CH2:14]2)(=O)=O)=CC=1.[NH:28]1[CH2:31][CH2:30][CH2:29]1. (3) Given the product [CH2:7]([O:9][C:10]([C:12]1[C:13](/[CH:35]=[CH:36]/[CH3:37])=[N:14][C:15]2[C:20]([C:21]=1[CH3:22])=[CH:19][CH:18]=[C:17]([C:23]([F:26])([F:25])[F:24])[CH:16]=2)=[O:11])[CH3:8], predict the reactants needed to synthesize it. The reactants are: C([O-])([O-])=O.[Cs+].[Cs+].[CH2:7]([O:9][C:10]([C:12]1[C:13](OS(C(F)(F)F)(=O)=O)=[N:14][C:15]2[C:20]([C:21]=1[CH3:22])=[CH:19][CH:18]=[C:17]([C:23]([F:26])([F:25])[F:24])[CH:16]=2)=[O:11])[CH3:8].[CH:35](/B(O)O)=[CH:36]\[CH3:37].C(O)C.C1(C)C=CC=CC=1. (4) Given the product [CH2:30]([N:37]1[CH2:71][CH2:70][N:40]2[C:41]([CH2:54][C:55]3([C:60]4[C:69]5[C:64](=[CH:65][CH:66]=[CH:67][CH:68]=5)[CH:63]=[CH:62][CH:61]=4)[CH2:59][CH2:58][CH2:57][CH2:56]3)=[N:42][C:43](=[O:53])[C:44]([OH:45])=[C:39]2[C:38]1=[O:72])[C:31]1[CH:36]=[CH:35][CH:34]=[CH:33][CH:32]=1, predict the reactants needed to synthesize it. The reactants are: OC1C(=O)N=C(CC2(C3C4C(=CC=CC=4)C=CC=3)CCCC2)N2CCNC(=O)C=12.[CH2:30]([N:37]1[CH2:71][CH2:70][N:40]2[C:41]([CH2:54][C:55]3([C:60]4[C:69]5[C:64](=[CH:65][CH:66]=[CH:67][CH:68]=5)[CH:63]=[CH:62][CH:61]=4)[CH2:59][CH2:58][CH2:57][CH2:56]3)=[N:42][C:43](=[O:53])[C:44]([O:45]CC3C=CC=CC=3)=[C:39]2[C:38]1=[O:72])[C:31]1[CH:36]=[CH:35][CH:34]=[CH:33][CH:32]=1. (5) The reactants are: [F:1][C:2]1[CH:7]=[CH:6][CH:5]=[C:4]([F:8])[C:3]=1[NH:9][C:10]1[N:11]([CH:27]2[CH2:31][CH2:30][CH2:29][CH2:28]2)[C:12]2[C:17]([N:18]=1)=[CH:16][N:15]=[C:14]([NH:19][C@H:20]1[CH2:25][CH2:24][C@H:23]([OH:26])[CH2:22][CH2:21]1)[N:13]=2.[C:32]1(=[O:38])[O:37][C:35](=[O:36])[CH2:34][CH2:33]1. Given the product [F:1][C:2]1[CH:7]=[CH:6][CH:5]=[C:4]([F:8])[C:3]=1[NH:9][C:10]1[N:11]([CH:27]2[CH2:31][CH2:30][CH2:29][CH2:28]2)[C:12]2[C:17]([N:18]=1)=[CH:16][N:15]=[C:14]([NH:19][C@H:20]1[CH2:21][CH2:22][C@H:23]([O:26][C:32]([CH2:33][CH2:34][C:35]([OH:37])=[O:36])=[O:38])[CH2:24][CH2:25]1)[N:13]=2, predict the reactants needed to synthesize it.